This data is from Full USPTO retrosynthesis dataset with 1.9M reactions from patents (1976-2016). The task is: Predict the reactants needed to synthesize the given product. (1) Given the product [ClH:24].[F:23][C:19]1[CH:18]=[C:17]([S:14]([N:11]2[CH2:12][CH2:13][NH:8][CH2:9][CH2:10]2)(=[O:15])=[O:16])[CH:22]=[CH:21][CH:20]=1, predict the reactants needed to synthesize it. The reactants are: C(OC([N:8]1[CH2:13][CH2:12][N:11]([S:14]([C:17]2[CH:22]=[CH:21][CH:20]=[C:19]([F:23])[CH:18]=2)(=[O:16])=[O:15])[CH2:10][CH2:9]1)=O)(C)(C)C.[ClH:24]. (2) The reactants are: Br[CH:2]([C:4]1[C:12]([C:13]2[CH:18]=[C:17]([F:19])[CH:16]=[C:15]([F:20])[CH:14]=2)=[C:7]2[CH:8]=[CH:9][CH:10]=[CH:11][N:6]2[N:5]=1)[CH3:3].[N-:21]=[N+:22]=[N-:23].[Na+]. Given the product [N:21]([CH:2]([C:4]1[C:12]([C:13]2[CH:18]=[C:17]([F:19])[CH:16]=[C:15]([F:20])[CH:14]=2)=[C:7]2[CH:8]=[CH:9][CH:10]=[CH:11][N:6]2[N:5]=1)[CH3:3])=[N+:22]=[N-:23], predict the reactants needed to synthesize it. (3) Given the product [Cl-:20].[F:29][C:26]1[CH:27]=[CH:28][C:23]([C:22]#[C:21][P+:7]([C:1]2[CH:2]=[CH:3][CH:4]=[CH:5][CH:6]=2)([C:8]2[CH:13]=[CH:12][CH:11]=[CH:10][CH:9]=2)[C:14]2[CH:15]=[CH:16][CH:17]=[CH:18][CH:19]=2)=[CH:24][CH:25]=1, predict the reactants needed to synthesize it. The reactants are: [C:1]1([P:7]([C:14]2[CH:19]=[CH:18][CH:17]=[CH:16][CH:15]=2)[C:8]2[CH:13]=[CH:12][CH:11]=[CH:10][CH:9]=2)[CH:6]=[CH:5][CH:4]=[CH:3][CH:2]=1.[Cl:20][C:21]#[C:22][C:23]1[CH:28]=[CH:27][C:26]([F:29])=[CH:25][CH:24]=1. (4) Given the product [CH3:13][O:12][C:10](=[O:11])[C:9](=[C:30]1[CH2:31][CH:28]([O:27][CH2:20][C:21]2[CH:26]=[CH:25][CH:24]=[CH:23][CH:22]=2)[CH2:29]1)[NH:8][C:6]([O:5][C:1]([CH3:2])([CH3:3])[CH3:4])=[O:7], predict the reactants needed to synthesize it. The reactants are: [C:1]([O:5][C:6]([NH:8][CH:9](P(OC)(OC)=O)[C:10]([O:12][CH3:13])=[O:11])=[O:7])([CH3:4])([CH3:3])[CH3:2].[CH2:20]([O:27][CH:28]1[CH2:31][C:30](=O)[CH2:29]1)[C:21]1[CH:26]=[CH:25][CH:24]=[CH:23][CH:22]=1.N12CCCN=C1CCCCC2. (5) The reactants are: O=P12OP3(OP(OP(O3)(O1)=O)(=O)O2)=O.[C:15](O)(=[O:23])[C:16]1[C:17](=[CH:19][CH:20]=[CH:21][CH:22]=1)[SH:18].[C:25]1([CH:33]=[C:31]([OH:32])[CH:30]=[C:28]([OH:29])[CH:27]=1)O. Given the product [OH:32][C:31]1[C:33]2[C:15](=[O:23])[C:16]3[C:17](=[CH:19][CH:20]=[CH:21][CH:22]=3)[S:18][C:25]=2[CH:27]=[C:28]([OH:29])[CH:30]=1, predict the reactants needed to synthesize it. (6) Given the product [CH3:50][C:51]([CH3:69])([CH3:68])[C@H:52]([NH:56][C:57]([O:59][CH2:60][CH2:61][CH2:62][CH2:63][CH2:64][CH2:65][CH:66]=[CH2:67])=[O:58])[C:53]([N:30]1[CH2:31][C@:27]([O:26][CH3:25])([C:36]2[CH:45]=[CH:44][C:43]3[C:38](=[CH:39][C:40]([CH:48]=[CH2:49])=[C:41]([O:46][CH3:47])[CH:42]=3)[CH:37]=2)[CH2:28][C@H:29]1[C:32]([O:34][CH3:35])=[O:33])=[O:54], predict the reactants needed to synthesize it. The reactants are: CN(C(ON1N=NC2C=CC=NC1=2)=[N+](C)C)C.F[P-](F)(F)(F)(F)F.[CH3:25][O:26][C@:27]1([C:36]2[CH:45]=[CH:44][C:43]3[C:38](=[CH:39][C:40]([CH:48]=[CH2:49])=[C:41]([O:46][CH3:47])[CH:42]=3)[CH:37]=2)[CH2:31][NH:30][C@H:29]([C:32]([O:34][CH3:35])=[O:33])[CH2:28]1.[CH3:50][C:51]([CH3:69])([CH3:68])[C@H:52]([NH:56][C:57]([O:59][CH2:60][CH2:61][CH2:62][CH2:63][CH2:64][CH2:65][CH:66]=[CH2:67])=[O:58])[C:53](O)=[O:54].CCN(C(C)C)C(C)C. (7) Given the product [CH2:18]([O:10][C:9](=[O:11])[CH2:8][C:5]1[CH:4]=[CH:3][C:2]([Br:1])=[CH:7][CH:6]=1)[C:19]1[CH:24]=[CH:23][CH:22]=[CH:21][CH:20]=1, predict the reactants needed to synthesize it. The reactants are: [Br:1][C:2]1[CH:7]=[CH:6][C:5]([CH2:8][C:9]([OH:11])=[O:10])=[CH:4][CH:3]=1.C([O-])([O-])=O.[Cs+].[Cs+].[CH2:18](Br)[C:19]1[CH:24]=[CH:23][CH:22]=[CH:21][CH:20]=1. (8) Given the product [O:88]1[CH2:89][CH2:90][N:85]([C:54]2[CH:55]=[C:56]3[C:61](=[CH:62][CH:63]=2)[N:60]=[CH:59][N:58]([C:64]2[CH:65]=[C:66]([NH:71][C:72]([C:74]4[N:78]([C:79]([CH3:82])([CH3:81])[CH3:80])[N:77]=[C:76]([CH3:83])[CH:75]=4)=[O:73])[CH:67]=[CH:68][C:69]=2[CH3:70])[C:57]3=[O:84])[CH2:86][CH2:87]1, predict the reactants needed to synthesize it. The reactants are: CC(C)([O-])C.[Na+].C1C=CC(P(C2C(C3C(P(C4C=CC=CC=4)C4C=CC=CC=4)=CC=C4C=3C=CC=C4)=C3C(C=CC=C3)=CC=2)C2C=CC=CC=2)=CC=1.Br[C:54]1[CH:55]=[C:56]2[C:61](=[CH:62][CH:63]=1)[N:60]=[CH:59][N:58]([C:64]1[CH:65]=[C:66]([NH:71][C:72]([C:74]3[N:78]([C:79]([CH3:82])([CH3:81])[CH3:80])[N:77]=[C:76]([CH3:83])[CH:75]=3)=[O:73])[CH:67]=[CH:68][C:69]=1[CH3:70])[C:57]2=[O:84].[NH:85]1[CH2:90][CH2:89][O:88][CH2:87][CH2:86]1.